From a dataset of Forward reaction prediction with 1.9M reactions from USPTO patents (1976-2016). Predict the product of the given reaction. (1) Given the reactants Cl[C:2]1[C:11]([CH:12]=[O:13])=[CH:10][C:9]2[C:4](=[CH:5][CH:6]=[C:7]([O:14][CH3:15])[CH:8]=2)[N:3]=1.[CH3:16][NH2:17], predict the reaction product. The product is: [CH3:15][O:14][C:7]1[CH:8]=[C:9]2[C:4](=[CH:5][CH:6]=1)[N:3]=[C:2]([NH:17][CH3:16])[C:11]([CH:12]=[O:13])=[CH:10]2. (2) Given the reactants C[Si]([C:5]#[C:6][C:7]1[S:15][C:14]2[C:13]([Cl:16])=[N:12][CH:11]=[N:10][C:9]=2[CH:8]=1)(C)C.[F-].C([N+](CCCC)(CCCC)CCCC)CCC.O, predict the reaction product. The product is: [C:6]([C:7]1[S:15][C:14]2[C:13]([Cl:16])=[N:12][CH:11]=[N:10][C:9]=2[CH:8]=1)#[CH:5]. (3) Given the reactants [CH3:1][CH:2]([O:4][P:5]([CH2:11][C:12]1[CH:17]=[CH:16][CH:15]=[C:14]([N+:18]([O-])=O)[CH:13]=1)(=[O:10])[O:6][CH:7]([CH3:9])[CH3:8])[CH3:3].Cl[C:22]1[N:27]=[C:26]([NH:28][CH2:29][C:30]2[C:31]([N:36]([CH3:41])[S:37]([CH3:40])(=[O:39])=[O:38])=[N:32][CH:33]=[CH:34][CH:35]=2)[C:25]([C:42]([F:45])([F:44])[F:43])=[CH:24][N:23]=1.[C:46]([OH:52])([C:48]([F:51])([F:50])[F:49])=[O:47], predict the reaction product. The product is: [F:49][C:48]([F:51])([F:50])[C:46]([OH:52])=[O:47].[CH3:1][CH:2]([O:4][P:5]([CH2:11][C:12]1[CH:17]=[CH:16][CH:15]=[C:14]([NH:18][C:22]2[N:27]=[C:26]([NH:28][CH2:29][C:30]3[C:31]([N:36]([CH3:41])[S:37]([CH3:40])(=[O:39])=[O:38])=[N:32][CH:33]=[CH:34][CH:35]=3)[C:25]([C:42]([F:43])([F:45])[F:44])=[CH:24][N:23]=2)[CH:13]=1)(=[O:10])[O:6][CH:7]([CH3:9])[CH3:8])[CH3:3]. (4) The product is: [CH2:1]([O:8][C:9](=[O:32])[C:10]([NH:12][C:13]1[CH:31]=[CH:30][C:16]([CH2:17][C@@H:18]([C:24]([OH:26])=[O:25])[NH:19][C:20]([O:22][CH3:23])=[O:21])=[CH:15][CH:14]=1)=[O:11])[C:2]1[CH:7]=[CH:6][CH:5]=[CH:4][CH:3]=1. Given the reactants [CH2:1]([O:8][C:9](=[O:32])[C:10]([NH:12][C:13]1[CH:31]=[CH:30][C:16]([CH2:17][C@@H:18]([C:24]([O:26]CC=C)=[O:25])[NH:19][C:20]([O:22][CH3:23])=[O:21])=[CH:15][CH:14]=1)=[O:11])[C:2]1[CH:7]=[CH:6][CH:5]=[CH:4][CH:3]=1.N1CCOCC1, predict the reaction product. (5) The product is: [Cl:27][C:25]1[CH:26]=[C:2]2[C:3]([CH2:4][N:5]([C:6]3[CH:11]=[C:10]([O:12][CH2:13][C:14]4[C:19]([F:20])=[CH:18][CH:17]=[CH:16][N:15]=4)[C:9]([I:21])=[CH:8][C:7]=3[CH3:22])[C:33](=[O:34])[NH:1]2)=[CH:23][CH:24]=1. Given the reactants [NH2:1][C:2]1[CH:26]=[C:25]([Cl:27])[CH:24]=[CH:23][C:3]=1[CH2:4][NH:5][C:6]1[CH:11]=[C:10]([O:12][CH2:13][C:14]2[C:19]([F:20])=[CH:18][CH:17]=[CH:16][N:15]=2)[C:9]([I:21])=[CH:8][C:7]=1[CH3:22].C1N=CN([C:33](N2C=NC=C2)=[O:34])C=1.C1CCN2C(=NCCC2)CC1, predict the reaction product.